From a dataset of Catalyst prediction with 721,799 reactions and 888 catalyst types from USPTO. Predict which catalyst facilitates the given reaction. Product: [K+:15].[Br:1][C:2]1[CH:10]=[CH:9][CH:8]=[CH:7][C:3]=1[C:4]([O-:6])=[O:5]. Reactant: [Br:1][C:2]1[CH:10]=[CH:9][CH:8]=[CH:7][C:3]=1[C:4]([OH:6])=[O:5].C([O-])([O-])=O.[K+:15].[K+]. The catalyst class is: 5.